Dataset: Full USPTO retrosynthesis dataset with 1.9M reactions from patents (1976-2016). Task: Predict the reactants needed to synthesize the given product. Given the product [Br:1][C:2]1[CH:3]=[CH:4][C:5]([C:8]2[C:9](=[O:18])[NH:10][C:11]3([CH2:17][CH2:16][CH2:15][CH2:14][CH2:13]3)[N:12]=2)=[CH:6][CH:7]=1, predict the reactants needed to synthesize it. The reactants are: [Br:1][C:2]1[CH:7]=[CH:6][C:5]([CH:8]2[NH:12][C:11]3([CH2:17][CH2:16][CH2:15][CH2:14][CH2:13]3)[NH:10][C:9]2=[O:18])=[CH:4][CH:3]=1.BrN1C(=O)CCC1=O.C(=O)([O-])O.[Na+].